This data is from Forward reaction prediction with 1.9M reactions from USPTO patents (1976-2016). The task is: Predict the product of the given reaction. (1) Given the reactants [Br:1][C:2]1[CH:7]=[CH:6][C:5]([C:8](=[O:12])[CH2:9][CH2:10]Cl)=[CH:4][CH:3]=1.[CH3:13][P:14]([O:18]CC)[O:15][CH2:16][CH3:17], predict the reaction product. The product is: [Br:1][C:2]1[CH:7]=[CH:6][C:5]([C:8](=[O:12])[CH2:9][CH2:10][P:14]([CH3:13])(=[O:18])[O:15][CH2:16][CH3:17])=[CH:4][CH:3]=1. (2) Given the reactants [C:1]([O:5][C:6](=[O:17])[NH:7][C:8]1[C:13]([F:14])=[CH:12][CH:11]=[C:10]([NH2:15])[C:9]=1[F:16])([CH3:4])([CH3:3])[CH3:2].[CH3:18][CH:19]([S:21](Cl)(=[O:23])=[O:22])[CH3:20].N1C=CC=CC=1, predict the reaction product. The product is: [C:1]([O:5][C:6](=[O:17])[NH:7][C:8]1[C:13]([F:14])=[CH:12][CH:11]=[C:10]([NH:15][S:21]([CH:19]([CH3:20])[CH3:18])(=[O:23])=[O:22])[C:9]=1[F:16])([CH3:4])([CH3:2])[CH3:3]. (3) Given the reactants Cl.[Cl:2][C:3]1[CH:8]=[CH:7][C:6]([C:9]2([OH:34])[CH2:14][CH2:13][N:12]([CH2:15][CH2:16][CH:17]=[C:18]3[C:24]4[CH:25]=[CH:26][CH:27]=[CH:28][C:23]=4[C:22](=[O:29])[NH:21][C:20]4[CH:30]=[CH:31][CH:32]=[CH:33][C:19]3=4)[CH2:11][CH2:10]2)=[CH:5][CH:4]=1.[H-].[Na+].Br[CH2:38][CH2:39][CH2:40][O:41][CH:40]1[CH2:39][CH2:38]CC[O:41]1.O, predict the reaction product. The product is: [Cl:2][C:3]1[CH:8]=[CH:7][C:6]([C:9]2([OH:34])[CH2:14][CH2:13][N:12]([CH2:15][CH2:16][CH:17]=[C:18]3[C:24]4[CH:25]=[CH:26][CH:27]=[CH:28][C:23]=4[C:22](=[O:29])[N:21]([CH2:38][CH2:39][CH2:40][OH:41])[C:20]4[CH:30]=[CH:31][CH:32]=[CH:33][C:19]3=4)[CH2:11][CH2:10]2)=[CH:5][CH:4]=1. (4) Given the reactants [C:1]([N:5]1[C:9](=[O:10])[C:8](Cl)=[C:7]([C:12]2[CH:17]=[CH:16][CH:15]=[CH:14][CH:13]=2)[S:6]1(=[O:19])=[O:18])([CH3:4])([CH3:3])[CH3:2].Cl.Cl.[Cl:22][C:23]1[CH:24]=[CH:25][C:26]([N:29]2[CH2:34][CH2:33][CH:32]([NH2:35])[CH2:31][CH2:30]2)=[N:27][CH:28]=1, predict the reaction product. The product is: [C:1]([N:5]1[C:9](=[O:10])[C:8]([NH:35][CH:32]2[CH2:33][CH2:34][N:29]([C:26]3[CH:25]=[CH:24][C:23]([Cl:22])=[CH:28][N:27]=3)[CH2:30][CH2:31]2)=[C:7]([C:12]2[CH:17]=[CH:16][CH:15]=[CH:14][CH:13]=2)[S:6]1(=[O:19])=[O:18])([CH3:4])([CH3:3])[CH3:2].